This data is from NCI-60 drug combinations with 297,098 pairs across 59 cell lines. The task is: Regression. Given two drug SMILES strings and cell line genomic features, predict the synergy score measuring deviation from expected non-interaction effect. (1) Drug 1: CCCCC(=O)OCC(=O)C1(CC(C2=C(C1)C(=C3C(=C2O)C(=O)C4=C(C3=O)C=CC=C4OC)O)OC5CC(C(C(O5)C)O)NC(=O)C(F)(F)F)O. Drug 2: C1C(C(OC1N2C=NC(=NC2=O)N)CO)O. Cell line: T-47D. Synergy scores: CSS=59.6, Synergy_ZIP=9.48, Synergy_Bliss=8.31, Synergy_Loewe=6.36, Synergy_HSA=6.34. (2) Drug 1: CN1CCC(CC1)COC2=C(C=C3C(=C2)N=CN=C3NC4=C(C=C(C=C4)Br)F)OC. Drug 2: CC12CCC(CC1=CCC3C2CCC4(C3CC=C4C5=CN=CC=C5)C)O. Cell line: T-47D. Synergy scores: CSS=8.94, Synergy_ZIP=-2.13, Synergy_Bliss=2.06, Synergy_Loewe=1.06, Synergy_HSA=2.47.